From a dataset of Reaction yield outcomes from USPTO patents with 853,638 reactions. Predict the reaction yield, written as a fraction of the theoretical maximum amount of product (1.0 means a 100% yield; for example, 0.34 means a 34% yield). The reactants are [CH2:1]=[CH:2][CH2:3][CH:4]([OH:6])C.[C:7](N1C=CN=C1)(N1C=CN=C1)=[O:8].Cl.[CH3:20][O:21][C:22](=[O:29])[C@H:23]([CH2:25][CH2:26][CH2:27][CH3:28])[NH2:24].[CH3:30]N(C=O)C. The product is [CH3:20][O:21][C:22](=[O:29])[C@H:23]([CH2:25][CH2:26][CH2:27][CH3:28])[NH:24][C:7]([O:6][CH2:4][CH2:3][CH2:2][CH:1]=[CH2:30])=[O:8]. The catalyst is C(OCC)C. The yield is 0.740.